Dataset: Forward reaction prediction with 1.9M reactions from USPTO patents (1976-2016). Task: Predict the product of the given reaction. Given the reactants [CH:1]1([CH2:4][CH2:5][O:6][C:7]2[CH:19]=[CH:18][C:10]([C:11]([NH:13][CH2:14][C:15]([OH:17])=[O:16])=[O:12])=[CH:9][CH:8]=2)[CH2:3][CH2:2]1.OC1C=C[C:24]([C:25]([O:27][CH3:28])=O)=[CH:23]C=1.COC1C=CC(CCO)=CC=1, predict the reaction product. The product is: [CH3:28][O:27][C:25]1[CH:2]=[CH:3][C:1]([CH2:4][CH2:5][O:6][C:7]2[CH:8]=[CH:9][C:10]([C:11]([NH:13][CH2:14][C:15]([OH:17])=[O:16])=[O:12])=[CH:18][CH:19]=2)=[CH:23][CH:24]=1.